Dataset: Full USPTO retrosynthesis dataset with 1.9M reactions from patents (1976-2016). Task: Predict the reactants needed to synthesize the given product. Given the product [CH2:1]([C:3]([C:7]1[S:11][C:10]2[CH:12]=[C:13]([C:16]([OH:18])=[O:17])[CH:14]=[CH:15][C:9]=2[CH:8]=1)([C:21]1[CH:22]=[CH:23][C:24]([OH:25])=[C:19]([CH3:26])[CH:20]=1)[CH2:4][CH3:5])[CH3:2], predict the reactants needed to synthesize it. The reactants are: [CH2:1]([C:3]([C:7]1[S:11][C:10]2[CH:12]=[C:13]([C:16]([OH:18])=[O:17])[CH:14]=[CH:15][C:9]=2[CH:8]=1)(O)[CH2:4][CH3:5])[CH3:2].[C:19]1([CH3:26])[C:24]([OH:25])=[CH:23][CH:22]=[CH:21][CH:20]=1.B(F)(F)F.CCOCC.